This data is from Forward reaction prediction with 1.9M reactions from USPTO patents (1976-2016). The task is: Predict the product of the given reaction. Given the reactants [N:1]1[CH:6]=[CH:5][C:4]([CH2:7][CH2:8][CH2:9][OH:10])=[CH:3][CH:2]=1.C(N(CC)CC)C.C1C(=O)N(OC(ON2C(=O)CCC2=O)=O)[C:20](=[O:21])C1.Cl.[C:37]12([CH2:47][CH2:48][NH:49][CH2:50][CH2:51][CH2:52][CH2:53][CH3:54])[CH2:46][CH:41]3[CH2:42][CH:43]([CH2:45][CH:39]([CH2:40]3)[CH2:38]1)[CH2:44]2, predict the reaction product. The product is: [C:37]12([CH2:47][CH2:48][N:49]([CH2:50][CH2:51][CH2:52][CH2:53][CH3:54])[C:20](=[O:21])[O:10][CH2:9][CH2:8][CH2:7][C:4]3[CH:5]=[CH:6][N:1]=[CH:2][CH:3]=3)[CH2:44][CH:43]3[CH2:42][CH:41]([CH2:40][CH:39]([CH2:45]3)[CH2:38]1)[CH2:46]2.